Task: Predict the reactants needed to synthesize the given product.. Dataset: Full USPTO retrosynthesis dataset with 1.9M reactions from patents (1976-2016) (1) Given the product [CH3:24][C:12]1[CH:13]=[C:14]([O:15][CH:16]2[CH2:21][CH2:20][O:19][CH2:18][CH2:17]2)[CH:22]=[CH:23][C:11]=1[C:8]1[C:7]2[CH:25]=[C:3]([CH2:2][O:26][C:27]3[N:32]=[CH:31][C:30]([CH:33]([C:40]#[C:41][CH3:42])[CH2:34][C:35]([O:37][CH2:38][CH3:39])=[O:36])=[CH:29][CH:28]=3)[CH:4]=[CH:5][C:6]=2[S:10][CH:9]=1, predict the reactants needed to synthesize it. The reactants are: Br[CH2:2][C:3]1[CH:4]=[CH:5][C:6]2[S:10][CH:9]=[C:8]([C:11]3[CH:23]=[CH:22][C:14]([O:15][CH:16]4[CH2:21][CH2:20][O:19][CH2:18][CH2:17]4)=[CH:13][C:12]=3[CH3:24])[C:7]=2[CH:25]=1.[OH:26][C:27]1[N:32]=[CH:31][C:30]([CH:33]([C:40]#[C:41][CH3:42])[CH2:34][C:35]([O:37][CH2:38][CH3:39])=[O:36])=[CH:29][CH:28]=1. (2) Given the product [CH3:1][C:2]1[C:10]2[O:9][CH:8]=[CH:7][C:6]=2[CH:5]=[CH:4][C:3]=1[C:11]([OH:13])=[O:12], predict the reactants needed to synthesize it. The reactants are: [CH3:1][C:2]1[C:10]2[O:9][CH:8]=[CH:7][C:6]=2[CH:5]=[CH:4][C:3]=1[C:11]([O:13]C)=[O:12]. (3) Given the product [CH2:1]([N:8]1[CH2:13][CH2:12][N:11]([C:17](=[O:18])[CH2:16][O:15][CH3:14])[CH2:10][CH2:9]1)[C:2]1[CH:3]=[CH:4][CH:5]=[CH:6][CH:7]=1, predict the reactants needed to synthesize it. The reactants are: [CH2:1]([N:8]1[CH2:13][CH2:12][NH:11][CH2:10][CH2:9]1)[C:2]1[CH:7]=[CH:6][CH:5]=[CH:4][CH:3]=1.[CH3:14][O:15][CH2:16][C:17](Cl)=[O:18].C(N(CC)CC)C. (4) Given the product [Cl:1][C@H:2]1[C@H:6]([CH2:7][CH2:8][CH2:9][C:10]2[S:14][C:13]([C:15]([OH:17])=[O:16])=[CH:12][CH:11]=2)[C@@H:5](/[CH:19]=[CH:20]/[C@@H:21]([OH:28])[CH2:22][CH2:23][CH2:24][C@H:25]([OH:27])[CH3:26])[C@H:4]([OH:29])[CH2:3]1, predict the reactants needed to synthesize it. The reactants are: [Cl:1][C@H:2]1[C@H:6]([CH2:7][CH2:8][CH2:9][C:10]2[S:14][C:13]([C:15]([O:17]C)=[O:16])=[CH:12][CH:11]=2)[C@@H:5](/[CH:19]=[CH:20]/[C@@H:21]([OH:28])[CH2:22][CH2:23][CH2:24][C@H:25]([OH:27])[CH3:26])[C@H:4]([OH:29])[CH2:3]1.[OH-].[Li+].CO.S([O-])(O)(=O)=O.[Na+]. (5) Given the product [F:1][C:2]1[CH:3]=[C:4]([C:8]2[CH:17]=[N:16][C:15]3[N:14]([C:24](=[O:26])[CH3:25])[CH2:13][CH2:12][O:11][C:10]=3[CH:9]=2)[CH:5]=[N:6][CH:7]=1, predict the reactants needed to synthesize it. The reactants are: [F:1][C:2]1[CH:3]=[C:4]([C:8]2[CH:17]=[N:16][C:15]3[NH:14][CH2:13][CH2:12][O:11][C:10]=3[CH:9]=2)[CH:5]=[N:6][CH:7]=1.N1C=CC=CC=1.[C:24](Cl)(=[O:26])[CH3:25]. (6) Given the product [Br:1][C:9]1[CH:10]=[C:11]2[C:6]([C:5]([C:12]([OH:14])=[O:13])=[CH:4][NH:3]2)=[CH:7][CH:8]=1, predict the reactants needed to synthesize it. The reactants are: [Br:1]Br.[NH:3]1[C:11]2[C:6](=[CH:7][CH:8]=[CH:9][CH:10]=2)[C:5]([C:12]([OH:14])=[O:13])=[CH:4]1. (7) The reactants are: [CH2:1]([O:3][C:4]([C:6]1([NH:12][S:13]([C:16]2[CH:21]=[CH:20][C:19]([O:22][CH2:23][C:24]3[C:33]4[C:28](=[CH:29][CH:30]=[CH:31][CH:32]=4)[N:27]=[C:26]([CH3:34])[CH:25]=3)=[CH:18][CH:17]=2)(=[O:15])=[O:14])[CH2:11][CH2:10][NH:9][CH2:8][CH2:7]1)=[O:5])[CH3:2].[C:35](Cl)(=[O:37])[CH3:36]. Given the product [CH2:1]([O:3][C:4]([C:6]1([NH:12][S:13]([C:16]2[CH:17]=[CH:18][C:19]([O:22][CH2:23][C:24]3[C:33]4[C:28](=[CH:29][CH:30]=[CH:31][CH:32]=4)[N:27]=[C:26]([CH3:34])[CH:25]=3)=[CH:20][CH:21]=2)(=[O:15])=[O:14])[CH2:7][CH2:8][N:9]([C:35](=[O:37])[CH3:36])[CH2:10][CH2:11]1)=[O:5])[CH3:2], predict the reactants needed to synthesize it. (8) Given the product [CH2:19]([C:18]1[N:6]([CH2:5][CH2:4][CH2:3][CH2:2][Cl:1])[C:7]2[C:16]3[CH:15]=[CH:14][CH:13]=[CH:12][C:11]=3[N:10]=[CH:9][C:8]=2[N:17]=1)[CH2:20][CH2:21][CH3:22], predict the reactants needed to synthesize it. The reactants are: [Cl:1][CH2:2][CH2:3][CH2:4][CH2:5][NH:6][C:7]1[C:16]2[C:11](=[CH:12][CH:13]=[CH:14][CH:15]=2)[N:10]=[CH:9][C:8]=1[NH2:17].[C:18](OC)(OC)(OC)[CH2:19][CH2:20][CH2:21][CH3:22]. (9) Given the product [N+:8]([C:11]1[CH:12]=[CH:13][C:14]2[O:20][CH2:19][CH2:18][CH2:17][N:16]([C:1](=[O:3])[CH3:2])[C:15]=2[CH:21]=1)([O-:10])=[O:9], predict the reactants needed to synthesize it. The reactants are: [C:1](OC(=O)C)(=[O:3])[CH3:2].[N+:8]([C:11]1[CH:12]=[CH:13][C:14]2[O:20][CH2:19][CH2:18][CH2:17][NH:16][C:15]=2[CH:21]=1)([O-:10])=[O:9].C(N(CC)CC)C. (10) Given the product [Cl:1][C:2]1[C:10]2[N:9]=[C:8]3[N:11]([C:22]4[C:27]([Cl:28])=[CH:26][C:25]([C:29]([F:32])([F:30])[F:31])=[CH:24][N:23]=4)[CH2:12][CH2:13][CH2:14][CH2:15][N:7]3[C:6]=2[C:5]([CH:16]([CH2:19][CH3:20])[CH2:17][CH3:18])=[CH:4][CH:3]=1, predict the reactants needed to synthesize it. The reactants are: [Cl:1][C:2]1[C:10]2[N:9]=[C:8]3[NH:11][CH2:12][CH2:13][CH2:14][CH2:15][N:7]3[C:6]=2[C:5]([CH:16]([CH2:19][CH3:20])[CH2:17][CH3:18])=[CH:4][CH:3]=1.Br[C:22]1[C:27]([Cl:28])=[CH:26][C:25]([C:29]([F:32])([F:31])[F:30])=[CH:24][N:23]=1.N1C=CC=CC=1C1C=CC=CN=1.C(=O)([O-])[O-].[Cs+].[Cs+].